Dataset: Forward reaction prediction with 1.9M reactions from USPTO patents (1976-2016). Task: Predict the product of the given reaction. Given the reactants [OH:1]/[N:2]=[C:3](/[C@@H:5]1[C@:21]2([CH3:22])[C@H:8]([C@H:9]3[C@H:18]([CH2:19][CH2:20]2)[C@:17]2([CH3:23])[C:12](=[CH:13][C:14](=[O:24])[CH2:15][CH2:16]2)[CH2:11][CH2:10]3)[CH2:7][CH2:6]1)\[CH3:4].[C:25](O)(=[O:32])C1C=CC=NC=1.[CH:34](N(CC)C(C)C)(C)C.CCN=C=N[CH2:48][CH2:49][CH2:50][N:51]([CH3:53])C, predict the reaction product. The product is: [CH3:23][C@:17]12[CH2:16][CH2:15][C:14](=[O:24])[CH:13]=[C:12]1[CH2:11][CH2:10][C@@H:9]1[C@@H:18]2[CH2:19][CH2:20][C@@:21]2([CH3:22])[C@H:8]1[CH2:7][CH2:6][C@@H:5]2/[C:3](=[N:2]/[O:1][C:25](=[O:32])[C:50]1[CH:49]=[CH:48][CH:34]=[CH:53][N:51]=1)/[CH3:4].